From a dataset of Forward reaction prediction with 1.9M reactions from USPTO patents (1976-2016). Predict the product of the given reaction. (1) The product is: [ClH:15].[F:1][C:2]1[CH:3]=[CH:4][C:5]([N:10]2[CH:14]=[N:13][CH:12]=[N:11]2)=[C:6]([CH2:7][NH2:8])[CH:9]=1. Given the reactants [F:1][C:2]1[CH:3]=[CH:4][C:5]([N:10]2[CH:14]=[N:13][CH:12]=[N:11]2)=[C:6]([CH:9]=1)[C:7]#[N:8].[ClH:15], predict the reaction product. (2) Given the reactants [Br:1][C:2]1[N:7]=[C:6](/[C:8](=[N:10]/[C:11]2[C:16]([CH:17]([CH3:19])[CH3:18])=[CH:15][CH:14]=[CH:13][C:12]=2[CH:20]([CH3:22])[CH3:21])/[CH3:9])[CH:5]=[CH:4][CH:3]=1.[CH3:23][Al](C)C.[OH-].[K+], predict the reaction product. The product is: [Br:1][C:2]1[N:7]=[C:6]([C:8]([NH:10][C:11]2[C:16]([CH:17]([CH3:18])[CH3:19])=[CH:15][CH:14]=[CH:13][C:12]=2[CH:20]([CH3:22])[CH3:21])([CH3:23])[CH3:9])[CH:5]=[CH:4][CH:3]=1. (3) The product is: [CH2:29]([O:28][C:25]1[CH:26]=[CH:27][C:22]([CH:11]([NH:10][C:2](=[O:8])[C:3]([O:5][CH2:6][CH3:7])=[O:4])[C:12]([C:14]2[CH:15]=[CH:16][C:17]([O:20][CH3:21])=[CH:18][CH:19]=2)=[O:13])=[CH:23][CH:24]=1)[C:30]1[CH:35]=[CH:34][CH:33]=[CH:32][CH:31]=1. Given the reactants Cl[C:2](=[O:8])[C:3]([O:5][CH2:6][CH3:7])=[O:4].Cl.[NH2:10][CH:11]([C:22]1[CH:27]=[CH:26][C:25]([O:28][CH2:29][C:30]2[CH:35]=[CH:34][CH:33]=[CH:32][CH:31]=2)=[CH:24][CH:23]=1)[C:12]([C:14]1[CH:19]=[CH:18][C:17]([O:20][CH3:21])=[CH:16][CH:15]=1)=[O:13], predict the reaction product. (4) Given the reactants [Cl:1][C:2]1[CH:22]=[C:21]([N+:23]([O-])=O)[CH:20]=[CH:19][C:3]=1[O:4][C:5]1[CH:13]=[CH:12][CH:11]=[C:10]2[C:6]=1[CH2:7][C:8](=[O:18])[N:9]2[CH2:14][CH:15]1[CH2:17][CH2:16]1.CO, predict the reaction product. The product is: [NH2:23][C:21]1[CH:20]=[CH:19][C:3]([O:4][C:5]2[CH:13]=[CH:12][CH:11]=[C:10]3[C:6]=2[CH2:7][C:8](=[O:18])[N:9]3[CH2:14][CH:15]2[CH2:17][CH2:16]2)=[C:2]([Cl:1])[CH:22]=1. (5) Given the reactants [CH3:1][O:2][CH2:3][C:4]([NH:6][CH2:7][C@H:8]([NH:15][C:16]1[CH:17]=[N:18][CH:19]=[C:20]([C:22]2[CH:23]=[C:24]3[C:28](=[CH:29][CH:30]=2)[NH:27][N:26]=[C:25]3[CH3:31])[CH:21]=1)[C:9]1[CH:14]=[CH:13][CH:12]=[CH:11][CH:10]=1)=O, predict the reaction product. The product is: [CH3:1][O:2][CH2:3][CH2:4][NH:6][CH2:7][C@@H:8]([C:9]1[CH:10]=[CH:11][CH:12]=[CH:13][CH:14]=1)[NH:15][C:16]1[CH:17]=[N:18][CH:19]=[C:20]([C:22]2[CH:23]=[C:24]3[C:28](=[CH:29][CH:30]=2)[NH:27][N:26]=[C:25]3[CH3:31])[CH:21]=1. (6) Given the reactants [CH3:1][N:2]([CH3:8])[C:3]([N:5]([CH3:7])[CH3:6])=O.[Cl-:9], predict the reaction product. The product is: [Cl-:9].[Cl:9][C:3]([N:5]([CH3:7])[CH3:6])=[N+:2]([CH3:8])[CH3:1].